From a dataset of Full USPTO retrosynthesis dataset with 1.9M reactions from patents (1976-2016). Predict the reactants needed to synthesize the given product. (1) The reactants are: C([O:3][C:4](=[O:32])[CH2:5][S:6][C:7]1[S:11][C:10]([NH:12][C:13]([N:15](CC2CCCC2)[C:16]2[CH:21]=[CH:20][CH:19]=[C:18]([C:22](=[O:25])[NH:23][CH3:24])[CH:17]=2)=[O:14])=[N:9][CH:8]=1)C.[CH:33]1(N(C2C=CC(S(C)(=O)=O)=CC=2)C(=O)N(C)C2SC=C(CC(O)=O)N=2)[CH2:37][CH2:36][CH2:35][CH2:34]1.[CH:62]1(CNC2C=C(C=CC=2)C(NC)=O)CCCC1.C(OC(=O)CSC1SC(N)=NC=1)C. Given the product [CH:33]1([N:15]([C:16]2[CH:21]=[CH:20][CH:19]=[C:18]([C:22](=[O:25])[NH:23][CH3:24])[CH:17]=2)[C:13](=[O:14])[N:12]([CH3:62])[C:10]2[S:11][C:7]([S:6][CH2:5][C:4]([OH:3])=[O:32])=[CH:8][N:9]=2)[CH2:37][CH2:36][CH2:35][CH2:34]1, predict the reactants needed to synthesize it. (2) Given the product [CH3:39][O:38][C:36]([C:35]1[CH:34]=[CH:33][C:32]([NH:31][C:29]([C@H:19]2[N:18]([C:16]([C@H:13]3[CH2:14][CH2:15][C@@H:10]([CH2:9][NH:8][C:6]([O:5][C:2]([CH3:1])([CH3:3])[CH3:4])=[O:7])[CH2:11][CH2:12]3)=[O:17])[CH2:22][C@@H:21]([N:23]3[CH2:28][CH2:27][N:26]([C:50]([O:52][CH3:53])=[O:51])[CH2:25][CH2:24]3)[CH2:20]2)=[O:30])=[CH:41][CH:40]=1)=[O:37], predict the reactants needed to synthesize it. The reactants are: [CH3:1][C:2]([O:5][C:6]([NH:8][CH2:9][C@@H:10]1[CH2:15][CH2:14][C@H:13]([C:16]([N:18]2[CH2:22][C@@H:21]([N:23]3[CH2:28][CH2:27][NH:26][CH2:25][CH2:24]3)[CH2:20][C@H:19]2[C:29]([NH:31][C:32]2[CH:41]=[CH:40][C:35]([C:36]([O:38][CH3:39])=[O:37])=[CH:34][CH:33]=2)=[O:30])=[O:17])[CH2:12][CH2:11]1)=[O:7])([CH3:4])[CH3:3].C(N(CC)CC)C.Cl[C:50]([O:52][CH3:53])=[O:51]. (3) Given the product [I:12][C:2]1[CH:3]=[C:4]2[C:9](=[CH:10][CH:11]=1)[N:8]=[CH:7][CH:6]=[CH:5]2, predict the reactants needed to synthesize it. The reactants are: Br[C:2]1[CH:3]=[C:4]2[C:9](=[CH:10][CH:11]=1)[N:8]=[CH:7][CH:6]=[CH:5]2.[I-:12].[Na+].[I-].O. (4) Given the product [Br:16][C:17]1[CH:18]=[C:19]([C:23]2([C:7]3[CH:12]=[CH:11][N:10]=[C:9]([CH:13]4[CH2:15][CH2:14]4)[CH:8]=3)[C:31]3[C:32](=[C:33]([F:37])[CH:34]=[CH:35][CH:36]=3)[C:38]([NH2:39])=[N:24]2)[CH:20]=[CH:21][CH:22]=1, predict the reactants needed to synthesize it. The reactants are: C([Li])(C)(C)C.Br[C:7]1[CH:12]=[CH:11][N:10]=[C:9]([CH:13]2[CH2:15][CH2:14]2)[CH:8]=1.[Br:16][C:17]1[CH:18]=[C:19]([C:23]([C:31]2[CH:36]=[CH:35][CH:34]=[C:33]([F:37])[C:32]=2[C:38]#[N:39])=[N:24]S(C(C)(C)C)=O)[CH:20]=[CH:21][CH:22]=1.Cl.CO. (5) The reactants are: [CH3:1][Si]([N-][Si](C)(C)C)(C)C.[K+].O=[C:12]1[CH2:15][CH:14]([NH:16][C:17](=[O:23])[O:18][C:19]([CH3:22])([CH3:21])[CH3:20])[CH2:13]1. Given the product [CH2:1]=[C:12]1[CH2:15][CH:14]([NH:16][C:17](=[O:23])[O:18][C:19]([CH3:22])([CH3:21])[CH3:20])[CH2:13]1, predict the reactants needed to synthesize it. (6) Given the product [S:22]1[CH:26]=[CH:25][N:24]=[C:23]1[NH:27][C:13](=[O:15])[CH:12]([N:8]1[C:9]2[C:5](=[CH:4][C:3]([O:2][CH3:1])=[CH:11][CH:10]=2)[C:6](=[O:21])[C:7]1=[O:20])[CH2:16][CH:17]([CH3:19])[CH3:18], predict the reactants needed to synthesize it. The reactants are: [CH3:1][O:2][C:3]1[CH:4]=[C:5]2[C:9](=[CH:10][CH:11]=1)[N:8]([CH:12]([CH2:16][CH:17]([CH3:19])[CH3:18])[C:13]([OH:15])=O)[C:7](=[O:20])[C:6]2=[O:21].[S:22]1[CH:26]=[CH:25][N:24]=[C:23]1[NH2:27].C(N(CC)C(C)C)(C)C.F[P-](F)(F)(F)(F)F.N1(O[P+](N(C)C)(N(C)C)N(C)C)C2C=CC=CC=2N=N1. (7) Given the product [O:19]1[C:23]2[CH:24]=[CH:25][CH:26]=[CH:27][C:22]=2[C:21]([CH2:28][C:29]([NH:1][N:2]2[N:11]=[C:10]([N:12]3[CH2:17][CH2:16][O:15][CH2:14][CH2:13]3)[C:9]3[C:4](=[CH:5][CH:6]=[CH:7][CH:8]=3)[C:3]2=[O:18])=[O:30])=[N:20]1, predict the reactants needed to synthesize it. The reactants are: [NH2:1][N:2]1[N:11]=[C:10]([N:12]2[CH2:17][CH2:16][O:15][CH2:14][CH2:13]2)[C:9]2[C:4](=[CH:5][CH:6]=[CH:7][CH:8]=2)[C:3]1=[O:18].[O:19]1[C:23]2[CH:24]=[CH:25][CH:26]=[CH:27][C:22]=2[C:21]([CH2:28][C:29](O)=[O:30])=[N:20]1. (8) Given the product [OH:12][C:11]1[C:3]([O:2][CH3:1])=[C:4]2[C:8](=[CH:9][CH:10]=1)[C:7](=[O:14])[CH2:6][CH2:5]2, predict the reactants needed to synthesize it. The reactants are: [CH3:1][O:2][C:3]1[C:11]([O:12]C)=[CH:10][CH:9]=[C:8]2[C:4]=1[CH2:5][CH2:6][C:7]2=[O:14].[C-]#N.[Na+]. (9) Given the product [C:15]([C:2]1[CH:3]=[CH:4][C:5]2[NH:6][C:7]3[C:12]([C:13]=2[CH:14]=1)=[CH:11][CH:10]=[CH:9][CH:8]=3)#[N:16], predict the reactants needed to synthesize it. The reactants are: Br[C:2]1[CH:3]=[CH:4][C:5]2[NH:6][C:7]3[C:12]([C:13]=2[CH:14]=1)=[CH:11][CH:10]=[CH:9][CH:8]=3.[CH3:15][N:16]1CCCC1=O. (10) Given the product [Cl:1][C:2]1[CH:3]=[CH:4][C:5]([O:32][C:33]2[C:34]([F:60])=[CH:35][C:36]([S:40]([NH:41][C:42]3[S:46][N:45]=[CH:44][N:43]=3)(=[O:59])=[O:58])=[C:37]([F:39])[CH:38]=2)=[C:6]([C:8]2[CH:9]=[CH:10][C:11]3[O:15][N:14]=[C:13]([N:16]([CH3:17])[CH3:24])[C:12]=3[CH:31]=2)[CH:7]=1, predict the reactants needed to synthesize it. The reactants are: [Cl:1][C:2]1[CH:3]=[CH:4][C:5]([O:32][C:33]2[CH:38]=[C:37]([F:39])[C:36]([S:40](=[O:59])(=[O:58])[N:41](CC3C=CC(OC)=CC=3OC)[C:42]3[S:46][N:45]=[CH:44][N:43]=3)=[CH:35][C:34]=2[F:60])=[C:6]([C:8]2[CH:9]=[CH:10][C:11]3[O:15][N:14]=[C:13]([N:16]([C:24](OC(C)(C)C)=O)[C:17](OC(C)(C)C)=O)[C:12]=3[CH:31]=2)[CH:7]=1.ClC1C=CC(OC2C(F)=CC(S(N(CC3C=CC(OC)=CC=3OC)C3SN=CN=3)(=O)=O)=C(F)C=2)=C(C2C=CC3ON=C(N(C)C)C=3C=2)C=1.